Regression. Given two drug SMILES strings and cell line genomic features, predict the synergy score measuring deviation from expected non-interaction effect. From a dataset of NCI-60 drug combinations with 297,098 pairs across 59 cell lines. (1) Drug 1: CN(C)C1=NC(=NC(=N1)N(C)C)N(C)C. Drug 2: C(=O)(N)NO. Cell line: SR. Synergy scores: CSS=3.96, Synergy_ZIP=-3.66, Synergy_Bliss=-6.89, Synergy_Loewe=-5.38, Synergy_HSA=-5.24. (2) Drug 1: C1=CC(=CC=C1CCCC(=O)O)N(CCCl)CCCl. Drug 2: C1=NC2=C(N=C(N=C2N1C3C(C(C(O3)CO)O)O)F)N. Cell line: OVCAR3. Synergy scores: CSS=5.05, Synergy_ZIP=-8.09, Synergy_Bliss=-7.63, Synergy_Loewe=-10.7, Synergy_HSA=-8.35. (3) Drug 2: CC1=C(C(=CC=C1)Cl)NC(=O)C2=CN=C(S2)NC3=CC(=NC(=N3)C)N4CCN(CC4)CCO. Synergy scores: CSS=3.52, Synergy_ZIP=-0.415, Synergy_Bliss=1.77, Synergy_Loewe=2.65, Synergy_HSA=2.42. Drug 1: CC1=C(C=C(C=C1)NC2=NC=CC(=N2)N(C)C3=CC4=NN(C(=C4C=C3)C)C)S(=O)(=O)N.Cl. Cell line: MALME-3M.